Dataset: Forward reaction prediction with 1.9M reactions from USPTO patents (1976-2016). Task: Predict the product of the given reaction. (1) Given the reactants [N+:1]([C:4]1[CH:5]=[C:6]([NH:10][C:11]2[N:18]=[CH:17][CH:16]=[CH:15][C:12]=2[CH:13]=O)[CH:7]=[CH:8][CH:9]=1)([O-:3])=[O:2].[N:19]1[CH:24]=[CH:23][N:22]=[CH:21][C:20]=1[CH2:25][CH2:26][CH2:27][CH2:28][C:29](OCC)=[O:30].[Li+].CC([N-]C(C)C)C, predict the reaction product. The product is: [N+:1]([C:4]1[CH:5]=[C:6]([N:10]2[C:11]3[C:12](=[CH:15][CH:16]=[CH:17][N:18]=3)[CH:13]=[C:28]([CH2:27][CH2:26][CH2:25][C:20]3[CH:21]=[N:22][CH:23]=[CH:24][N:19]=3)[C:29]2=[O:30])[CH:7]=[CH:8][CH:9]=1)([O-:3])=[O:2]. (2) The product is: [C:66]([C:65]([NH:64][CH2:2][CH2:3][CH2:4][O:5][C:6]1[CH:11]=[CH:10][C:9]([CH2:12][C:13]2[C:14]([O:21][C@@H:22]3[O:48][C@H:47]([CH2:49][O:50][C:51](=[O:56])[C:52]([CH3:55])([CH3:54])[CH3:53])[C@@H:39]([O:40][C:41](=[O:46])[C:42]([CH3:45])([CH3:44])[CH3:43])[C@H:31]([O:32][C:33](=[O:38])[C:34]([CH3:37])([CH3:36])[CH3:35])[C@H:23]3[O:24][C:25](=[O:30])[C:26]([CH3:29])([CH3:28])[CH3:27])=[N:15][NH:16][C:17]=2[CH:18]([CH3:20])[CH3:19])=[C:8]([O:57][CH:58]2[CH2:63][CH2:62][O:61][CH2:60][CH2:59]2)[CH:7]=1)([CH3:70])[CH3:69])(=[O:67])[NH2:68]. Given the reactants Cl[CH2:2][CH2:3][CH2:4][O:5][C:6]1[CH:11]=[CH:10][C:9]([CH2:12][C:13]2[C:14]([O:21][C@@H:22]3[O:48][C@H:47]([CH2:49][O:50][C:51](=[O:56])[C:52]([CH3:55])([CH3:54])[CH3:53])[C@@H:39]([O:40][C:41](=[O:46])[C:42]([CH3:45])([CH3:44])[CH3:43])[C@H:31]([O:32][C:33](=[O:38])[C:34]([CH3:37])([CH3:36])[CH3:35])[C@H:23]3[O:24][C:25](=[O:30])[C:26]([CH3:29])([CH3:28])[CH3:27])=[N:15][NH:16][C:17]=2[CH:18]([CH3:20])[CH3:19])=[C:8]([O:57][CH:58]2[CH2:63][CH2:62][O:61][CH2:60][CH2:59]2)[CH:7]=1.[NH2:64][C:65]([CH3:70])([CH3:69])[C:66]([NH2:68])=[O:67].C(NCCC(N)=O)C1C=CC=CC=1, predict the reaction product.